The task is: Regression. Given two drug SMILES strings and cell line genomic features, predict the synergy score measuring deviation from expected non-interaction effect.. This data is from NCI-60 drug combinations with 297,098 pairs across 59 cell lines. (1) Drug 1: CCC1(CC2CC(C3=C(CCN(C2)C1)C4=CC=CC=C4N3)(C5=C(C=C6C(=C5)C78CCN9C7C(C=CC9)(C(C(C8N6C)(C(=O)OC)O)OC(=O)C)CC)OC)C(=O)OC)O.OS(=O)(=O)O. Drug 2: CC(C)CN1C=NC2=C1C3=CC=CC=C3N=C2N. Cell line: OVCAR-5. Synergy scores: CSS=0.786, Synergy_ZIP=-0.127, Synergy_Bliss=-0.413, Synergy_Loewe=-0.748, Synergy_HSA=-0.935. (2) Drug 1: C1=C(C(=O)NC(=O)N1)N(CCCl)CCCl. Drug 2: CC12CCC3C(C1CCC2O)C(CC4=C3C=CC(=C4)O)CCCCCCCCCS(=O)CCCC(C(F)(F)F)(F)F. Cell line: U251. Synergy scores: CSS=28.8, Synergy_ZIP=0.195, Synergy_Bliss=-0.0663, Synergy_Loewe=-1.50, Synergy_HSA=0.313. (3) Synergy scores: CSS=18.6, Synergy_ZIP=-2.92, Synergy_Bliss=4.89, Synergy_Loewe=-12.2, Synergy_HSA=-2.88. Cell line: RPMI-8226. Drug 1: C1CCC(C1)C(CC#N)N2C=C(C=N2)C3=C4C=CNC4=NC=N3. Drug 2: C1CN(CCN1C(=O)CCBr)C(=O)CCBr. (4) Cell line: NCI-H522. Drug 1: C1=CC(=CC=C1CCC2=CNC3=C2C(=O)NC(=N3)N)C(=O)NC(CCC(=O)O)C(=O)O. Synergy scores: CSS=33.7, Synergy_ZIP=-9.29, Synergy_Bliss=-4.91, Synergy_Loewe=-30.6, Synergy_HSA=-3.60. Drug 2: CN(CCCl)CCCl.Cl.